From a dataset of Full USPTO retrosynthesis dataset with 1.9M reactions from patents (1976-2016). Predict the reactants needed to synthesize the given product. Given the product [CH:30]1([C:18]2[N:17]=[C:16]([N:8]3[CH2:7][CH2:6][N:5]([C:9]4[CH:10]=[CH:11][CH:12]=[CH:13][CH:14]=4)[CH:4]([CH3:33])[CH2:3]3)[C:25]3[C:20](=[CH:21][C:22]([O:28][CH3:29])=[C:23]([O:26][CH3:27])[CH:24]=3)[N:19]=2)[CH2:32][CH2:31]1, predict the reactants needed to synthesize it. The reactants are: Cl.C[CH:3]1[NH:8][CH2:7][CH2:6][N:5]([C:9]2[CH:14]=[CH:13][CH:12]=[CH:11][CH:10]=2)[CH2:4]1.Cl[C:16]1[C:25]2[C:20](=[CH:21][C:22]([O:28][CH3:29])=[C:23]([O:26][CH3:27])[CH:24]=2)[N:19]=[C:18]([CH:30]2[CH2:32][CH2:31]2)[N:17]=1.[C:33]([O-])([O-])=O.[K+].[K+].